From a dataset of Catalyst prediction with 721,799 reactions and 888 catalyst types from USPTO. Predict which catalyst facilitates the given reaction. (1) Reactant: Br[C:2]1[CH:3]=[C:4]([CH:29]=[CH:30][CH:31]=1)[C:5]([NH:7][CH:8]([C:10]1[N:15]=[N:14][C:13]([NH:16][C:17]2[CH:22]=[C:21]([O:23][CH3:24])[C:20]([O:25][CH3:26])=[C:19]([O:27][CH3:28])[CH:18]=2)=[N:12][CH:11]=1)[CH3:9])=[O:6].NC(C1N=NC(NC2C=C(OC)C(OC)=C(OC)C=2)=NC=1)C.[C:54]([NH:57]C1C=C(C=CC=1)C(O)=O)(=[O:56])[CH3:55].C(N(C(C)C)CC)(C)C.F[P-](F)(F)(F)(F)F.N1(OC(N(C)C)=[N+](C)C)C2N=CC=CC=2N=N1. Product: [C:54]([NH:57][C:2]1[CH:3]=[C:4]([CH:29]=[CH:30][CH:31]=1)[C:5]([NH:7][CH:8]([C:10]1[N:15]=[N:14][C:13]([NH:16][C:17]2[CH:22]=[C:21]([O:23][CH3:24])[C:20]([O:25][CH3:26])=[C:19]([O:27][CH3:28])[CH:18]=2)=[N:12][CH:11]=1)[CH3:9])=[O:6])(=[O:56])[CH3:55]. The catalyst class is: 9. (2) Reactant: [Al+3].[Cl-].[Cl-].[Cl-].[Cl-].[CH3:6][O:7][C:8](=[O:18])[C:9]1[CH:17]=[CH:16][C:12]([C:13]([OH:15])=O)=[CH:11][CH:10]=1.[CH3:19][O:20][C:21]([C:23]1[CH:24]=[C:25]2[C:29](=[CH:30][CH:31]=1)[NH:28][CH:27]=[CH:26]2)=[O:22].O. Product: [CH3:19][O:20][C:21]([C:23]1[CH:24]=[C:25]2[C:29](=[CH:30][CH:31]=1)[NH:28][CH:27]=[C:26]2[C:13](=[O:15])[C:12]1[CH:11]=[CH:10][C:9]([C:8]([O:7][CH3:6])=[O:18])=[CH:17][CH:16]=1)=[O:22]. The catalyst class is: 539. (3) Reactant: [CH3:1][O:2][C:3]([C:5]1[C:10]([CH3:11])=[N+:9]([O-])[CH:8]=[CH:7][N+:6]=1[O-:13])=[O:4].COC(C1C(C)=[N+]([O-])C=CN=1)=O. Product: [CH3:1][O:2][C:3]([C:5]1[C:10]([CH3:11])=[N:9][CH:8]=[CH:7][N+:6]=1[O-:13])=[O:4]. The catalyst class is: 2. (4) Reactant: [F:1][CH:2]([F:16])[O:3][C:4]1[CH:9]=[CH:8][C:7]([CH:10]=[CH2:11])=[CH:6][C:5]=1[O:12][CH:13]([F:15])[F:14].B.[OH2:18].[OH-].[Na+]. Product: [F:14][CH:13]([F:15])[O:12][C:5]1[CH:6]=[C:7]([CH2:10][CH2:11][OH:18])[CH:8]=[CH:9][C:4]=1[O:3][CH:2]([F:16])[F:1]. The catalyst class is: 1. (5) Reactant: [F:1][C:2]1[CH:7]=[CH:6][C:5]([N:8]2[C:12]([C:13](O)=[O:14])=[CH:11][N:10]=[C:9]2[S:16]([CH2:18][C:19]2[C:24]([F:25])=[CH:23][CH:22]=[C:21]([F:26])[C:20]=2[F:27])=[O:17])=[CH:4][CH:3]=1.FC1C=CC(N2C(C=O)=CN=C2SCC2C(F)=CC=C(F)C=2F)=CC=1.OOS([O-])=O.[K+].C(=O)(O)[O-].[Na+]. Product: [F:1][C:2]1[CH:7]=[CH:6][C:5]([N:8]2[C:12]([CH:13]=[O:14])=[CH:11][N:10]=[C:9]2[S:16]([CH2:18][C:19]2[C:24]([F:25])=[CH:23][CH:22]=[C:21]([F:26])[C:20]=2[F:27])=[O:17])=[CH:4][CH:3]=1. The catalyst class is: 21. (6) Reactant: [C:1]([O:5][C:6](=[O:13])[NH:7][C@H:8]([C:10](=O)[NH2:11])[CH3:9])([CH3:4])([CH3:3])[CH3:2].F[B-](F)(F)F.C([O+](CC)CC)C.N[C:27]1[C:28]([NH:36][C:37]2[CH:42]=[CH:41][CH:40]=[CH:39][N:38]=2)=[C:29]([C:32]([F:35])=[CH:33][CH:34]=1)[C:30]#[N:31]. The catalyst class is: 2. Product: [C:1]([O:5][C:6](=[O:13])[NH:7][C@H:8]([C:10]1[N:36]([C:37]2[CH:42]=[CH:41][CH:40]=[CH:39][N:38]=2)[C:28]2[C:29]([C:30]#[N:31])=[C:32]([F:35])[CH:33]=[CH:34][C:27]=2[N:11]=1)[CH3:9])([CH3:4])([CH3:3])[CH3:2]. (7) Reactant: [O:1]1[CH2:6][CH:5]=[C:4](B2OC(C)(C)C(C)(C)O2)[CH2:3][CH2:2]1.FC(F)(F)S(O[C:22]1[CH:35]=[C:34]2[C:25]([O:26][C:27]3[CH:28]=[CH:29][C:30]([C:41]4[CH:42]=[N:43][CH:44]=[N:45][CH:46]=4)=[CH:31][C:32]=3[C@:33]32[CH2:39][O:38][C:37]([NH2:40])=[N:36]3)=[CH:24][C:23]=1[F:47])(=O)=O.C(=O)([O-])[O-].[Na+].[Na+]. Product: [O:1]1[CH2:2][CH:3]=[C:4]([C:22]2[C:23]([F:47])=[CH:24][C:25]3[O:26][C:27]4[C:32](=[CH:31][C:30]([C:41]5[CH:46]=[N:45][CH:44]=[N:43][CH:42]=5)=[CH:29][CH:28]=4)[C@@:33]4([CH2:39][O:38][C:37]([NH2:40])=[N:36]4)[C:34]=3[CH:35]=2)[CH2:5][CH2:6]1. The catalyst class is: 339. (8) Reactant: [CH3:1][N:2]([CH3:6])[CH2:3][CH2:4][OH:5].[H-].[Na+].[NH2:9][C:10]1[N:15]=[C:14]([C:16]2[C:24]3[C:23](O)=[CH:22][CH:21]=[N:20][C:19]=3[N:18]([CH2:26][O:27][CH2:28][CH2:29][Si:30]([CH3:33])([CH3:32])[CH3:31])[CH:17]=2)[CH:13]=[CH:12][N:11]=1.[NH4+].[OH-]. Product: [CH3:1][N:2]([CH3:6])[CH2:3][CH2:4][O:5][C:22]1[CH:23]=[C:24]2[C:16]([C:14]3[CH:13]=[CH:12][N:11]=[C:10]([NH2:9])[N:15]=3)=[CH:17][N:18]([CH2:26][O:27][CH2:28][CH2:29][Si:30]([CH3:33])([CH3:32])[CH3:31])[C:19]2=[N:20][CH:21]=1. The catalyst class is: 136. (9) Reactant: [CH2:1]([C:3]1[NH:4][C:5]([C:8]2[C:9](F)=[CH:10][C:11]([CH3:30])=[C:12]([C:14]([N:16]3[CH2:21][CH2:20][CH:19]([C:22]4[CH:29]=[CH:28][C:25]([C:26]#[N:27])=[CH:24][CH:23]=4)[CH2:18][CH2:17]3)=[O:15])[CH:13]=2)=[N:6][N:7]=1)[CH3:2].Cl.[NH:33]1[CH2:36][CH2:35][CH2:34]1.C(=O)([O-])[O-].[K+].[K+]. Product: [N:33]1([C:9]2[C:8]([C:5]3[NH:4][C:3]([CH2:1][CH3:2])=[N:7][N:6]=3)=[CH:13][C:12]([C:14]([N:16]3[CH2:17][CH2:18][CH:19]([C:22]4[CH:23]=[CH:24][C:25]([C:26]#[N:27])=[CH:28][CH:29]=4)[CH2:20][CH2:21]3)=[O:15])=[C:11]([CH3:30])[CH:10]=2)[CH2:36][CH2:35][CH2:34]1. The catalyst class is: 12. (10) Reactant: [Br:1][C:2]1[C:3]([CH3:9])=[N:4][C:5](I)=[CH:6][CH:7]=1.[Cu](C#N)[C:11]#[N:12].[C-]#N.[Na+].[OH-].[NH4+]. Product: [Br:1][C:2]1[CH:7]=[CH:6][C:5]([C:11]#[N:12])=[N:4][C:3]=1[CH3:9]. The catalyst class is: 10.